From a dataset of Forward reaction prediction with 1.9M reactions from USPTO patents (1976-2016). Predict the product of the given reaction. (1) Given the reactants [NH:1]1[C:5]2=[N+:6]([O-])[CH:7]=[CH:8][CH:9]=[C:4]2[CH:3]=[CH:2]1.O=P(Cl)(Cl)[Cl:13].[NH4+].[OH-], predict the reaction product. The product is: [Cl:13][C:9]1[CH:8]=[CH:7][N:6]=[C:5]2[C:4]=1[CH:3]=[CH:2][NH:1]2. (2) Given the reactants [CH3:1][O:2][C:3]1[CH:4]=[C:5]([CH2:9][CH2:10][NH:11][C:12](=[O:16])OCC)[CH:6]=[CH:7][CH:8]=1.O, predict the reaction product. The product is: [CH3:1][O:2][C:3]1[CH:4]=[C:5]2[C:6](=[CH:7][CH:8]=1)[C:12](=[O:16])[NH:11][CH2:10][CH2:9]2. (3) Given the reactants [CH3:1][O:2][C:3]([C@@:5]12[CH2:23][C@H:22]1[CH:21]=[CH:20][CH2:19][CH2:18][CH2:17][CH2:16][N:15]([CH3:24])[C:14](=[O:25])[N:13]1[C@@H:8]([CH2:9][C@H:10]([OH:26])[CH2:11][CH2:12]1)[C:7](=[O:27])[NH:6]2)=[O:4].[CH3:28][O:29][C:30]1[C:39]([CH3:40])=[C:38]2[C:33]([C:34](O)=[CH:35][C:36]([C:41]3[S:42][CH:43]=[C:44]([C:46]#[CH:47])[N:45]=3)=[N:37]2)=[CH:32][CH:31]=1.C1(P(C2C=CC=CC=2)C2C=CC=CC=2)C=CC=CC=1.CC(OC(/N=N/C(OC(C)C)=O)=O)C, predict the reaction product. The product is: [CH3:1][O:2][C:3]([C@@:5]12[CH2:23][C@H:22]1[CH:21]=[CH:20][CH2:19][CH2:18][CH2:17][CH2:16][N:15]([CH3:24])[C:14](=[O:25])[N:13]1[C@@H:8]([CH2:9][C@H:10]([O:26][C:34]3[C:33]4[C:38](=[C:39]([CH3:40])[C:30]([O:29][CH3:28])=[CH:31][CH:32]=4)[N:37]=[C:36]([C:41]4[S:42][CH:43]=[C:44]([C:46]#[CH:47])[N:45]=4)[CH:35]=3)[CH2:11][CH2:12]1)[C:7](=[O:27])[NH:6]2)=[O:4].